From a dataset of Full USPTO retrosynthesis dataset with 1.9M reactions from patents (1976-2016). Predict the reactants needed to synthesize the given product. Given the product [CH2:37]([Si:28]([CH2:26][CH3:27])([CH2:39][CH3:40])[O:29][CH:30]1[CH2:35][CH2:34][C:33](=[O:36])[CH2:32][CH2:31]1)[CH3:38], predict the reactants needed to synthesize it. The reactants are: IC1C=CC=CC=1S([O-])(=O)=O.[Na+].OOS([O-])=O.[K+].S([O-])([O-])(=O)=O.[Na+].[Na+].[CH2:26]([Si:28]([CH2:39][CH3:40])([CH2:37][CH3:38])[O:29][CH:30]1[CH2:35][CH2:34][CH:33]([OH:36])[CH2:32][CH2:31]1)[CH3:27].